This data is from Full USPTO retrosynthesis dataset with 1.9M reactions from patents (1976-2016). The task is: Predict the reactants needed to synthesize the given product. Given the product [F:1][C:2]1[C:7]([F:8])=[CH:6][CH:5]=[CH:4][C:3]=1[C:9]1[N:17]=[C:12]2[CH:13]=[N:14][N:15]([CH2:19][C:20]3[O:24][N:23]=[C:22]([C:25]4[CH:30]=[CH:29][C:28]([CH2:31][CH2:32][CH2:33][CH2:34][CH3:35])=[CH:27][CH:26]=4)[CH:21]=3)[CH:16]=[C:11]2[N:10]=1, predict the reactants needed to synthesize it. The reactants are: [F:1][C:2]1[C:7]([F:8])=[CH:6][CH:5]=[CH:4][C:3]=1[C:9]1[N:17]=[C:12]2[CH:13]=[N:14][NH:15][CH:16]=[C:11]2[N:10]=1.Cl[CH2:19][C:20]1[O:24][N:23]=[C:22]([C:25]2[CH:30]=[CH:29][C:28]([CH2:31][CH2:32][CH2:33][CH2:34][CH3:35])=[CH:27][CH:26]=2)[CH:21]=1.